This data is from NCI-60 drug combinations with 297,098 pairs across 59 cell lines. The task is: Regression. Given two drug SMILES strings and cell line genomic features, predict the synergy score measuring deviation from expected non-interaction effect. (1) Drug 1: C1=CN(C(=O)N=C1N)C2C(C(C(O2)CO)O)O.Cl. Drug 2: CCC1(C2=C(COC1=O)C(=O)N3CC4=CC5=C(C=CC(=C5CN(C)C)O)N=C4C3=C2)O.Cl. Cell line: TK-10. Synergy scores: CSS=25.7, Synergy_ZIP=-5.57, Synergy_Bliss=-0.971, Synergy_Loewe=-10.9, Synergy_HSA=2.52. (2) Drug 2: C1=CC=C(C=C1)NC(=O)CCCCCCC(=O)NO. Cell line: HCC-2998. Drug 1: C1=CC(=CC=C1CC(C(=O)O)N)N(CCCl)CCCl.Cl. Synergy scores: CSS=9.59, Synergy_ZIP=-2.97, Synergy_Bliss=-0.823, Synergy_Loewe=-16.2, Synergy_HSA=-2.59.